Predict the reaction yield, written as a fraction of the theoretical maximum amount of product (1.0 means a 100% yield; for example, 0.34 means a 34% yield). From a dataset of Reaction yield outcomes from USPTO patents with 853,638 reactions. (1) The reactants are [N:1]1([C:5]([C:7]2[CH:11]=[CH:10][N:9]([C:12]3[N:13]=[C:14]4[C:20]([C:21](=[O:26])[C:22]([CH3:25])([CH3:24])[CH3:23])=[CH:19][N:18](COCC[Si](C)(C)C)[C:15]4=[N:16][CH:17]=3)[CH:8]=2)=[O:6])[CH2:4][CH2:3][CH2:2]1.O.O.O.C([O-])(=O)C.[Na+]. The catalyst is ClCCl.FC(F)(F)C(O)=O. The product is [N:1]1([C:5]([C:7]2[CH:11]=[CH:10][N:9]([C:12]3[N:13]=[C:14]4[C:20]([C:21](=[O:26])[C:22]([CH3:24])([CH3:23])[CH3:25])=[CH:19][NH:18][C:15]4=[N:16][CH:17]=3)[CH:8]=2)=[O:6])[CH2:2][CH2:3][CH2:4]1. The yield is 0.310. (2) The reactants are [NH2:1][C:2]1[CH:3]=[CH:4][C:5]([N:8]2[CH:12]=[C:11]([CH2:13][CH2:14][CH2:15][O:16][C:17]3[C:22]([O:23][CH3:24])=[CH:21][CH:20]=[CH:19][C:18]=3[CH2:25][C:26]([O:28]C)=[O:27])[C:10]([CH:30]([CH3:32])[CH3:31])=[N:9]2)=[N:6][CH:7]=1.CN(C)C=O.[C:38](Cl)(=[O:42])[CH2:39][CH2:40][CH3:41]. The catalyst is O. The product is [C:38]([NH:1][C:2]1[CH:3]=[CH:4][C:5]([N:8]2[CH:12]=[C:11]([CH2:13][CH2:14][CH2:15][O:16][C:17]3[C:22]([O:23][CH3:24])=[CH:21][CH:20]=[CH:19][C:18]=3[CH2:25][C:26]([OH:28])=[O:27])[C:10]([CH:30]([CH3:32])[CH3:31])=[N:9]2)=[N:6][CH:7]=1)(=[O:42])[CH2:39][CH2:40][CH3:41]. The yield is 0.830. (3) The reactants are [NH2:1][C:2]1[CH:3]=[C:4]([C:8]2[C:16]3[C:11](=[CH:12][CH:13]=[C:14](C#N)[CH:15]=3)[N:10]([CH:19]3[CH2:24][CH2:23][CH2:22][CH2:21][O:20]3)[N:9]=2)[CH:5]=[CH:6][CH:7]=1.[C:25]([O:28][C@@H:29]([CH3:33])[C:30](O)=[O:31])(=[O:27])[CH3:26].Cl.[CH3:35][N:36](C)CCCN=C=NCC. The catalyst is ClCCl. The product is [C:25]([O:28][C@H:29]([C:30](=[O:31])[NH:1][C:2]1[CH:7]=[CH:6][CH:5]=[C:4]([C:8]2[C:16]3[C:11](=[CH:12][CH:13]=[CH:14][CH:15]=3)[N:10]([CH:19]3[CH2:24][CH2:23][CH:22]([C:35]#[N:36])[CH2:21][O:20]3)[N:9]=2)[CH:3]=1)[CH3:33])(=[O:27])[CH3:26]. The yield is 0.850. (4) The reactants are [C:1]([O:5][C:6]([N:8]1[CH2:13][CH2:12][C:11]([CH:17]([OH:28])[C:18]2[CH:27]=[CH:26][C:25]3[C:20](=[CH:21][CH:22]=[CH:23][CH:24]=3)[N:19]=2)([CH2:14][CH2:15][CH3:16])[CH2:10][CH2:9]1)=[O:7])([CH3:4])([CH3:3])[CH3:2]. The yield is 0.670. The catalyst is C1(C)C=CC=CC=1.[O-2].[Mn+4].[O-2]. The product is [C:1]([O:5][C:6]([N:8]1[CH2:9][CH2:10][C:11]([CH2:14][CH2:15][CH3:16])([C:17]([C:18]2[CH:27]=[CH:26][C:25]3[C:20](=[CH:21][CH:22]=[CH:23][CH:24]=3)[N:19]=2)=[O:28])[CH2:12][CH2:13]1)=[O:7])([CH3:4])([CH3:3])[CH3:2].